This data is from Retrosynthesis with 50K atom-mapped reactions and 10 reaction types from USPTO. The task is: Predict the reactants needed to synthesize the given product. (1) Given the product CCOC(=O)Oc1ccc([N+](=O)[O-])cc1, predict the reactants needed to synthesize it. The reactants are: CCOC(=O)Cl.O=[N+]([O-])c1ccc(O)cc1. (2) Given the product CCCc1ccc(C#Cc2ccc3c(F)c(OC(F)(F)F)ccc3c2)cc1, predict the reactants needed to synthesize it. The reactants are: C#Cc1ccc(CCC)cc1.Fc1c(OC(F)(F)F)ccc2cc(Br)ccc12. (3) The reactants are: COc1cc(N)cc(OC)c1OC.O=C1CCc2ccc(Oc3cncc(Cl)n3)cc21. Given the product COc1cc(Nc2cncc(Oc3ccc4c(c3)C(=O)CC4)n2)cc(OC)c1OC, predict the reactants needed to synthesize it. (4) The reactants are: C[C@@](NC(=O)CBr)(c1cc(Br)ccc1F)C(F)(F)CO. Given the product C[C@]1(c2cc(Br)ccc2F)NC(=O)COCC1(F)F, predict the reactants needed to synthesize it. (5) Given the product COc1ccc(Cc2nc3cc(Cl)cc(CCO)c3o2)cc1OC1CCCC1, predict the reactants needed to synthesize it. The reactants are: COc1ccc(Cc2nc3cc(Cl)cc(CC=O)c3o2)cc1OC1CCCC1.